Task: Regression. Given a peptide amino acid sequence and an MHC pseudo amino acid sequence, predict their binding affinity value. This is MHC class II binding data.. Dataset: Peptide-MHC class II binding affinity with 134,281 pairs from IEDB (1) The peptide sequence is GNQNFLTVFDSTSCN. The MHC is HLA-DQA10301-DQB10301 with pseudo-sequence HLA-DQA10301-DQB10301. The binding affinity (normalized) is 0.465. (2) The peptide sequence is KFTVFEAAFNKAIKE. The MHC is HLA-DPA10201-DPB11401 with pseudo-sequence HLA-DPA10201-DPB11401. The binding affinity (normalized) is 0.251. (3) The binding affinity (normalized) is 0.640. The peptide sequence is IREPTAAAIAYGLDR. The MHC is HLA-DQA10501-DQB10301 with pseudo-sequence HLA-DQA10501-DQB10301. (4) The peptide sequence is PRGVTHDQLNNFRAG. The MHC is HLA-DPA10103-DPB10401 with pseudo-sequence HLA-DPA10103-DPB10401. The binding affinity (normalized) is 0. (5) The peptide sequence is ISSETNPIINTHSFYDLP. The MHC is DRB1_0101 with pseudo-sequence DRB1_0101. The binding affinity (normalized) is 0. (6) The peptide sequence is KSMKVTVAFNQFGPN. The MHC is HLA-DPA10201-DPB10501 with pseudo-sequence HLA-DPA10201-DPB10501. The binding affinity (normalized) is 0.849. (7) The peptide sequence is SQMRMATPLLMRPM. The MHC is H-2-IAb with pseudo-sequence H-2-IAb. The binding affinity (normalized) is 0.625. (8) The peptide sequence is IGTGDDCISIGPGST. The MHC is DRB1_0401 with pseudo-sequence DRB1_0401. The binding affinity (normalized) is 0.298.